This data is from CYP1A2 inhibition data for predicting drug metabolism from PubChem BioAssay. The task is: Regression/Classification. Given a drug SMILES string, predict its absorption, distribution, metabolism, or excretion properties. Task type varies by dataset: regression for continuous measurements (e.g., permeability, clearance, half-life) or binary classification for categorical outcomes (e.g., BBB penetration, CYP inhibition). Dataset: cyp1a2_veith. (1) The molecule is Cc1ccc2nc(-c3ccccc3)cc(C(=O)NCCCn3ccnc3)c2c1. The result is 1 (inhibitor). (2) The compound is N#C[C@H](c1ccccc1)N1CCCN([C@@H](C#N)c2ccccc2)C1c1ccccc1O. The result is 1 (inhibitor). (3) The compound is CC1(C)[C@@H]2CC[C@]1(C)[C@@H](OC(=O)CSC#N)C2. The result is 0 (non-inhibitor). (4) The compound is C[N+](C)(C)CCN(Cc1cccs1)c1ccccn1. The result is 0 (non-inhibitor). (5) The drug is CCOCCCN1C(=O)CN(C2CCCCCC2)C(=O)C1c1ccc(OC)cc1. The result is 0 (non-inhibitor).